Dataset: Full USPTO retrosynthesis dataset with 1.9M reactions from patents (1976-2016). Task: Predict the reactants needed to synthesize the given product. (1) Given the product [CH3:1][C:2]1[CH:7]=[C:6]([CH3:8])[N:5]=[C:4]([N:9]2[CH2:16][CH:15]3[CH:11]([CH2:12][N:13]([C:25]([C:24]4[CH:28]=[CH:29][CH:30]=[C:22]([F:21])[C:23]=4[CH3:31])=[O:26])[CH2:14]3)[CH2:10]2)[N:3]=1, predict the reactants needed to synthesize it. The reactants are: [CH3:1][C:2]1[CH:7]=[C:6]([CH3:8])[N:5]=[C:4]([N:9]2[CH2:16][CH:15]3[CH:11]([CH2:12][NH:13][CH2:14]3)[CH2:10]2)[N:3]=1.CC(O)=O.[F:21][C:22]1[C:23]([CH3:31])=[C:24]([CH:28]=[CH:29][CH:30]=1)[C:25](O)=[O:26]. (2) Given the product [F:1][C:2]1[CH:7]=[CH:6][C:5]([N:8]2[C:12]([C:13]([OH:15])=[O:14])=[CH:11][N:10]=[C:9]2[S:16]([CH2:17][C:18]2[C:23]([F:24])=[CH:22][CH:21]=[C:20]([F:25])[C:19]=2[F:26])=[O:28])=[CH:4][CH:3]=1, predict the reactants needed to synthesize it. The reactants are: [F:1][C:2]1[CH:7]=[CH:6][C:5]([N:8]2[C:12]([C:13]([OH:15])=[O:14])=[CH:11][N:10]=[C:9]2[S:16][CH2:17][C:18]2[C:23]([F:24])=[CH:22][CH:21]=[C:20]([F:25])[C:19]=2[F:26])=[CH:4][CH:3]=1.C([O-])(O)=[O:28].[Na+].OOS([O-])=O.[K+].O. (3) The reactants are: [Si:1]([O:8][CH2:9][C:10]1[CH:11]=[C:12]2[C:17](=[N:18][C:19]=1[CH:20]([O:23][CH3:24])[O:21][CH3:22])[N:16]([C:25](OC1C=CC=CC=1)=[O:26])[CH2:15][CH2:14][CH2:13]2)([C:4]([CH3:7])([CH3:6])[CH3:5])([CH3:3])[CH3:2].[NH2:34][C:35]1[CH:42]=[C:41]([O:43][CH:44]([CH3:46])[CH3:45])[C:38]([C:39]#[N:40])=[CH:37][N:36]=1.[Li+].C[Si]([N-][Si](C)(C)C)(C)C. Given the product [Si:1]([O:8][CH2:9][C:10]1[CH:11]=[C:12]2[C:17](=[N:18][C:19]=1[CH:20]([O:21][CH3:22])[O:23][CH3:24])[N:16]([C:25]([NH:34][C:35]1[CH:42]=[C:41]([O:43][CH:44]([CH3:46])[CH3:45])[C:38]([C:39]#[N:40])=[CH:37][N:36]=1)=[O:26])[CH2:15][CH2:14][CH2:13]2)([C:4]([CH3:5])([CH3:6])[CH3:7])([CH3:3])[CH3:2], predict the reactants needed to synthesize it. (4) Given the product [CH2:19]([C@@H:23]1[NH:28][CH2:27][C@H:26]([CH:29]=[CH:30][CH3:31])[NH:25][C:24]1=[O:33])[CH:20]([CH3:22])[CH3:21], predict the reactants needed to synthesize it. The reactants are: NC(C=CC)C(O)=O.COC(=O)[C@H](CC(C)C)N.[CH2:19]([C@@H:23]1[NH:28][CH2:27][C@H:26]([CH2:29][CH:30](C)[CH3:31])[NH:25][C:24]1=[O:33])[CH:20]([CH3:22])[CH3:21]. (5) Given the product [CH2:14]([O:13][CH:12]1[CH:8]([NH:7][C:5]([C@H:42]2[N:39]3[C:40](=[O:41])[C@@H:33]([NH:32][C:30]([C:20]4[C:29]5[C:24](=[CH:25][CH:26]=[CH:27][CH:28]=5)[CH:23]=[CH:22][N:21]=4)=[O:31])[CH2:34][CH:35]=[CH:36][CH2:37][C@@H:38]3[CH2:44][CH2:43]2)=[O:6])[CH2:9][C:10](=[O:16])[O:11]1)[CH3:15], predict the reactants needed to synthesize it. The reactants are: C(O[C:5]([NH:7][CH:8]1[CH:12]([O:13][CH2:14][CH3:15])[O:11][C:10](=[O:16])[CH2:9]1)=[O:6])C=C.C(=O)=O.[C:20]1([C:30]([NH:32][CH:33]2[C:40](=[O:41])[N:39]3[CH:42](C(O)=O)[CH2:43][CH2:44][CH:38]3[CH2:37][CH:36]=[CH:35][CH2:34]2)=[O:31])[C:29]2[C:24](=[CH:25][CH:26]=[CH:27][CH:28]=2)[CH:23]=[CH:22][N:21]=1.OC1C2N=NNC=2C=CC=1.Cl.CN(C)CCCN=C=NCC. (6) Given the product [NH:18]([C:3](=[O:2])[CH2:4][O:5][C:6]1[CH:7]=[C:8]([CH:13]=[CH:14][CH:15]=1)[C:9]([O:11][CH3:12])=[O:10])[NH2:19], predict the reactants needed to synthesize it. The reactants are: C[O:2][C:3](=O)[CH2:4][O:5][C:6]1[CH:7]=[C:8]([CH:13]=[CH:14][CH:15]=1)[C:9]([O:11][CH3:12])=[O:10].O.[NH2:18][NH2:19].O. (7) Given the product [CH:1]1([CH2:7][CH2:8][N:9]2[C:11]3[C:16](=[CH:15][C:14]([CH3:17])=[CH:13][CH:12]=3)[C:25]([CH2:26][CH2:27][NH:28][CH3:29])=[CH:24]2)[CH2:6][CH2:5][CH2:4][CH2:3][CH2:2]1, predict the reactants needed to synthesize it. The reactants are: [CH:1]1([CH2:7][CH2:8][N:9]([C:11]2[CH:16]=[CH:15][C:14]([CH3:17])=[CH:13][CH:12]=2)N)[CH2:6][CH2:5][CH2:4][CH2:3][CH2:2]1.CCO.C(O[CH:24](OCC)[CH2:25][CH2:26][CH2:27][NH:28][CH3:29])C.